This data is from Forward reaction prediction with 1.9M reactions from USPTO patents (1976-2016). The task is: Predict the product of the given reaction. (1) Given the reactants Cl.[F:2][C:3]1[CH:11]=[C:10]2[C:6]([C:7]([C:21]3[CH:22]=[N:23][N:24]([CH:26]4[CH2:31][CH2:30][NH:29][CH2:28][CH2:27]4)[CH:25]=3)=[CH:8][N:9]2[S:12]([C:15]2[CH:20]=[CH:19][CH:18]=[CH:17][CH:16]=2)(=[O:14])=[O:13])=[CH:5][CH:4]=1.C([O-])([O-])=O.[K+].[K+].Br[CH2:39][CH2:40][OH:41], predict the reaction product. The product is: [F:2][C:3]1[CH:11]=[C:10]2[C:6]([C:7]([C:21]3[CH:22]=[N:23][N:24]([CH:26]4[CH2:31][CH2:30][N:29]([CH2:39][CH2:40][OH:41])[CH2:28][CH2:27]4)[CH:25]=3)=[CH:8][N:9]2[S:12]([C:15]2[CH:16]=[CH:17][CH:18]=[CH:19][CH:20]=2)(=[O:13])=[O:14])=[CH:5][CH:4]=1. (2) Given the reactants [Cl:1][C:2]1[CH:3]=[C:4]([C:8]2[C:13]([O:14][CH3:15])=[CH:12][CH:11]=[C:10]([CH2:16][C:17]3[CH:18]=[CH:19][C:20](F)=[N:21][CH:22]=3)[C:9]=2[F:24])[CH:5]=[CH:6][CH:7]=1.[NH:25]1[CH2:29][CH2:28][CH2:27][CH2:26]1.N12CCCN=C1CCCCC2, predict the reaction product. The product is: [Cl:1][C:2]1[CH:3]=[C:4]([C:8]2[C:13]([O:14][CH3:15])=[CH:12][CH:11]=[C:10]([CH2:16][C:17]3[CH:18]=[CH:19][C:20]([N:25]4[CH2:29][CH2:28][CH2:27][CH2:26]4)=[N:21][CH:22]=3)[C:9]=2[F:24])[CH:5]=[CH:6][CH:7]=1. (3) Given the reactants [Cl-:1].[CH3:2][N+:3]([CH3:14])([CH3:13])[CH2:4][CH2:5][CH2:6][NH:7][C:8](=[O:12])[C:9]([CH3:11])=[CH2:10].[CH:15]([NH:18][C:19](=[O:22])[CH:20]=[CH2:21])([CH3:17])[CH3:16].[OH:23][CH2:24][CH2:25][O:26][C:27](=[O:31])[C:28]([CH3:30])=[CH2:29], predict the reaction product. The product is: [CH3:11][C:9]([C:8]([NH:7][CH2:6][CH2:5][CH2:4][N+:3]([CH3:14])([CH3:2])[CH3:13])=[O:12])=[CH2:10].[Cl-:1].[CH:15]([NH:18][C:19](=[O:22])[CH:20]=[CH2:21])([CH3:17])[CH3:16].[CH3:30][C:28]([C:27]([O:26][CH2:25][CH2:24][OH:23])=[O:31])=[CH2:29]. (4) Given the reactants Br[C:2]1[CH:3]=[C:4]([C:8]2([C:18]3[CH:23]=[C:22]([CH3:24])[C:21]([O:25][CH3:26])=[C:20]([CH3:27])[N:19]=3)[C:16]3[C:11](=[N:12][CH:13]=[CH:14][CH:15]=3)[C:10]([NH2:17])=[N:9]2)[CH:5]=[CH:6][CH:7]=1.[N:28]1[CH:33]=[C:32](B(O)O)[CH:31]=[N:30][CH:29]=1.C(=O)([O-])[O-].[K+].[K+].O, predict the reaction product. The product is: [CH3:26][O:25][C:21]1[C:22]([CH3:24])=[CH:23][C:18]([C:8]2([C:4]3[CH:5]=[CH:6][CH:7]=[C:2]([C:32]4[CH:33]=[N:28][CH:29]=[N:30][CH:31]=4)[CH:3]=3)[C:16]3[C:11](=[N:12][CH:13]=[CH:14][CH:15]=3)[C:10]([NH2:17])=[N:9]2)=[N:19][C:20]=1[CH3:27]. (5) Given the reactants [C:1]([C:3]1[CH:8]=[CH:7][C:6]([CH2:9][C:10]([NH:12][CH:13]2[CH2:18][CH2:17][NH:16][CH2:15][CH2:14]2)=[O:11])=[CH:5][CH:4]=1)#[N:2].Cl[CH:20]([CH3:23])[CH2:21][OH:22].[I-].[Na+].CCN(C(C)C)C(C)C, predict the reaction product. The product is: [C:1]([C:3]1[CH:4]=[CH:5][C:6]([CH2:9][C:10]([NH:12][CH:13]2[CH2:18][CH2:17][N:16]([CH:20]([CH3:23])[CH2:21][OH:22])[CH2:15][CH2:14]2)=[O:11])=[CH:7][CH:8]=1)#[N:2]. (6) The product is: [CH3:29][O:30][C:31](=[O:36])[CH:32]([NH:33][C:9](=[O:11])[CH2:8][CH2:7][CH2:6][CH2:5][C:4](=[O:3])[CH3:12])[CH2:34][OH:35]. Given the reactants N#N.[O:3]=[C:4]([CH3:12])[CH2:5][CH2:6][CH2:7][CH2:8][C:9]([OH:11])=O.CCN(CC)CC.ClC(OCC(C)C)=O.Cl.[CH3:29][O:30][C:31](=[O:36])[C@H:32]([CH2:34][OH:35])[NH2:33], predict the reaction product. (7) Given the reactants [Br:1][CH2:2][CH2:3][C:4]1[CH:12]=[CH:11][C:7]([C:8]([OH:10])=[O:9])=[CH:6][CH:5]=1.S(Cl)(Cl)=O.[CH3:17]O, predict the reaction product. The product is: [CH3:17][O:9][C:8](=[O:10])[C:7]1[CH:11]=[CH:12][C:4]([CH2:3][CH2:2][Br:1])=[CH:5][CH:6]=1. (8) Given the reactants Cl[C:2]1[C:7]([C:8]#[N:9])=[C:6]([CH3:10])[N:5]=[C:4]([NH:11][C:12]([NH:14][C@H:15]([C:17]2[CH:22]=[CH:21][CH:20]=[CH:19][CH:18]=2)[CH3:16])=[O:13])[CH:3]=1.[NH2:23][NH2:24].Cl.C(=O)(O)[O-].[Na+], predict the reaction product. The product is: [NH2:9][C:8]1[C:7]2[C:6]([CH3:10])=[N:5][C:4]([NH:11][C:12]([NH:14][C@@H:15]([C:17]3[CH:22]=[CH:21][CH:20]=[CH:19][CH:18]=3)[CH3:16])=[O:13])=[CH:3][C:2]=2[NH:24][N:23]=1. (9) The product is: [N+:1](/[CH:4]=[CH:11]/[CH2:10][CH2:9][CH2:8][CH:7]=[O:6])([O-:3])=[O:2]. Given the reactants [N+:1]([CH3:4])([O-:3])=[O:2].C[O:6][CH:7](OC)[CH2:8][CH2:9][CH2:10][CH:11]=O, predict the reaction product.